Dataset: Full USPTO retrosynthesis dataset with 1.9M reactions from patents (1976-2016). Task: Predict the reactants needed to synthesize the given product. Given the product [CH3:27][C:20]1[C:19]2[CH:28]=[C:15]([CH:12]([CH3:14])[CH3:13])[CH:16]=[CH:17][C:18]=2[O:22][C:21]=1[S:23]([NH:29][C:3]1[CH:4]=[C:5]([CH:10]=[CH:11][CH:2]=1)[C:6]([O:8][CH3:9])=[O:7])(=[O:25])=[O:24], predict the reactants needed to synthesize it. The reactants are: N[C:2]1[CH:11]=[CH:10][C:5]([C:6]([O:8][CH3:9])=[O:7])=[CH:4][CH:3]=1.[CH:12]([C:15]1[CH:16]=[CH:17][C:18]2[O:22][C:21]([S:23](Cl)(=[O:25])=[O:24])=[C:20]([CH3:27])[C:19]=2[CH:28]=1)([CH3:14])[CH3:13].[N:29]1C=CC=CC=1.C(O)(C(F)(F)F)=O.